This data is from Forward reaction prediction with 1.9M reactions from USPTO patents (1976-2016). The task is: Predict the product of the given reaction. (1) The product is: [C:1]([O:5][C:6](=[O:32])[NH:7][C:10]1[CH:11]=[CH:12][C:13]([CH2:16][C:17]2[CH:18]=[C:19]([C:25]3[CH:30]=[CH:29][CH:28]=[C:27]([Cl:31])[CH:26]=3)[C:20]([O:23][CH3:24])=[CH:21][CH:22]=2)=[CH:14][CH:15]=1)([CH3:4])([CH3:2])[CH3:3]. Given the reactants [C:1]([O:5][C:6](=[O:32])[N:7]([C:10]1[CH:15]=[CH:14][C:13]([CH2:16][C:17]2[CH:18]=[C:19]([C:25]3[CH:30]=[CH:29][CH:28]=[C:27]([Cl:31])[CH:26]=3)[C:20]([O:23][CH3:24])=[CH:21][CH:22]=2)=[CH:12][CH:11]=1)CC)([CH3:4])([CH3:3])[CH3:2].[H-].[Na+].C(I)C, predict the reaction product. (2) Given the reactants [OH:1][C:2]1[CH:3]=[C:4]([CH:7]=[C:8](/[CH:10]=[CH:11]/[CH2:12][O:13][CH3:14])[CH:9]=1)[CH:5]=[O:6].[C:15]([Si:19](Cl)([CH3:21])[CH3:20])([CH3:18])([CH3:17])[CH3:16].N1C=CN=C1, predict the reaction product. The product is: [Si:19]([O:1][C:2]1[CH:3]=[C:4]([CH:7]=[C:8](/[CH:10]=[CH:11]/[CH2:12][O:13][CH3:14])[CH:9]=1)[CH:5]=[O:6])([C:15]([CH3:18])([CH3:17])[CH3:16])([CH3:21])[CH3:20].